From a dataset of Full USPTO retrosynthesis dataset with 1.9M reactions from patents (1976-2016). Predict the reactants needed to synthesize the given product. (1) Given the product [CH2:20]([CH:12]1[C:6]2[CH:5]=[CH:4][C:3]([O:2][CH3:1])=[CH:14][C:7]=2[CH2:8][CH2:9][CH2:10][C:11]1=[O:13])[C:21]1[CH:26]=[CH:25][CH:24]=[CH:23][CH:22]=1, predict the reactants needed to synthesize it. The reactants are: [CH3:1][O:2][C:3]1[CH:4]=[CH:5][C:6]2[CH2:12][C:11](=[O:13])[CH2:10][CH2:9][CH2:8][C:7]=2[CH:14]=1.N1CCCC1.[CH2:20](Br)[C:21]1[CH:26]=[CH:25][CH:24]=[CH:23][CH:22]=1.O. (2) Given the product [N:9]1[CH:8]=[CH:7][CH:6]=[N:5][C:4]=1[N:12]1[CH2:17][CH2:16][CH:15]([CH2:18][C:19]2[N:23]=[C:22]([C:24]3[O:32][C:31]4[CH:30]=[CH:29][N:28]=[CH:27][C:26]=4[CH:25]=3)[O:21][N:20]=2)[CH2:14][CH2:13]1, predict the reactants needed to synthesize it. The reactants are: C1CC[N:9]2[C:4](=[N:5][CH2:6][CH2:7][CH2:8]2)CC1.[NH:12]1[CH2:17][CH2:16][CH:15]([CH2:18][C:19]2[N:23]=[C:22]([C:24]3[O:32][C:31]4[CH:30]=[CH:29][N:28]=[CH:27][C:26]=4[CH:25]=3)[O:21][N:20]=2)[CH2:14][CH2:13]1.BrC1N=CC=CN=1. (3) Given the product [N:20]1[C:15]2[C:16](=[CH:17][CH:12]=[CH:13][CH:14]=2)[N:18]=[CH:2][CH:1]=1, predict the reactants needed to synthesize it. The reactants are: [CH3:1][CH2:2]N=C=NCCCN(C)C.[CH:12]1[CH:13]=[CH:14][C:15]2[N:20](O)N=[N:18][C:16]=2[CH:17]=1. (4) Given the product [Cl:25][C:26]1[CH:27]=[C:28]([NH:29][C:22]2[C:23]3[N:15]([CH2:14][CH2:13][O:12][CH2:11][CH2:10][OH:9])[CH:16]=[CH:17][C:18]=3[N:19]=[CH:20][N:21]=2)[CH:30]=[CH:31][C:32]=1[O:33][C:34]1[CH:39]=[CH:38][CH:37]=[C:36]([C:40]([F:42])([F:43])[F:41])[CH:35]=1, predict the reactants needed to synthesize it. The reactants are: C([O:9][CH2:10][CH2:11][O:12][CH2:13][CH2:14][N:15]1[C:23]2[C:22](Cl)=[N:21][CH:20]=[N:19][C:18]=2[CH:17]=[CH:16]1)(=O)C1C=CC=CC=1.[Cl:25][C:26]1[CH:27]=[C:28]([CH:30]=[CH:31][C:32]=1[O:33][C:34]1[CH:39]=[CH:38][CH:37]=[C:36]([C:40]([F:43])([F:42])[F:41])[CH:35]=1)[NH2:29].CN1CCCC1=O.C(=O)([O-])O.[Na+]. (5) The reactants are: C(OC([N:8](C(OC(C)(C)C)=O)[C:9]1[CH:14]=[CH:13][C:12]([CH:15]2[CH2:20][CH2:19][N:18](C(OC(C)(C)C)=O)[CH2:17][CH2:16]2)=[CH:11][C:10]=1[Cl:28])=O)(C)(C)C.FC(F)(F)C(O)=O. Given the product [Cl:28][C:10]1[CH:11]=[C:12]([CH:15]2[CH2:20][CH2:19][NH:18][CH2:17][CH2:16]2)[CH:13]=[CH:14][C:9]=1[NH2:8], predict the reactants needed to synthesize it.